Dataset: Catalyst prediction with 721,799 reactions and 888 catalyst types from USPTO. Task: Predict which catalyst facilitates the given reaction. (1) Reactant: [N:1]1([C:10](=[O:34])/[CH:11]=[CH:12]/[C@@H:13]([NH:18][C:19]([C@@H:21]2[CH2:26][CH2:25][CH2:24][CH2:23][N:22]2C(OC(C)(C)C)=O)=[O:20])[CH2:14][CH:15]([CH3:17])[CH3:16])[C:9]2[C:4](=[CH:5][CH:6]=[CH:7][CH:8]=2)[CH2:3][CH2:2]1.[C:35]([OH:41])([C:37]([F:40])([F:39])[F:38])=[O:36]. Product: [F:38][C:37]([F:40])([F:39])[C:35]([OH:41])=[O:36].[N:1]1([C:10](=[O:34])/[CH:11]=[CH:12]/[C@@H:13]([NH:18][C:19]([C@@H:21]2[CH2:26][CH2:25][CH2:24][CH2:23][NH:22]2)=[O:20])[CH2:14][CH:15]([CH3:17])[CH3:16])[C:9]2[C:4](=[CH:5][CH:6]=[CH:7][CH:8]=2)[CH2:3][CH2:2]1. The catalyst class is: 2. (2) Reactant: CS(O[CH2:6][C@H:7]1[CH2:12][CH2:11][C@H:10]([NH:13][C:14]([O:16][C:17]([CH3:20])([CH3:19])[CH3:18])=[O:15])[CH2:9][CH2:8]1)(=O)=O.CCN(C(C)C)C(C)C.[F:30][C:31]([F:40])([F:39])[C:32]1[CH:33]=[C:34]([SH:38])[CH:35]=[CH:36][CH:37]=1. The catalyst class is: 23. Product: [F:40][C:31]([F:30])([F:39])[C:32]1[CH:33]=[C:34]([S:38][CH2:6][C@H:7]2[CH2:8][CH2:9][C@H:10]([NH:13][C:14](=[O:15])[O:16][C:17]([CH3:18])([CH3:19])[CH3:20])[CH2:11][CH2:12]2)[CH:35]=[CH:36][CH:37]=1.